Dataset: Forward reaction prediction with 1.9M reactions from USPTO patents (1976-2016). Task: Predict the product of the given reaction. (1) Given the reactants [Cl:1][C:2]1[CH:7]=[C:6]([Cl:8])[CH:5]=[CH:4][C:3]=1[C:9]1[C:10]([N+:16]([O-:18])=[O:17])=[N:11][CH:12]=[C:13](Br)[N:14]=1.[NH2:19][CH2:20][CH2:21][NH:22][C:23]1[CH:28]=[CH:27][C:26]([N+:29]([O-:31])=[O:30])=[C:25]([NH2:32])[N:24]=1.C(N(C(C)C)CC)(C)C, predict the reaction product. The product is: [Cl:1][C:2]1[CH:7]=[C:6]([Cl:8])[CH:5]=[CH:4][C:3]=1[C:9]1[N:14]=[C:13]([NH:19][CH2:20][CH2:21][NH:22][C:23]2[N:24]=[C:25]([NH2:32])[C:26]([N+:29]([O-:31])=[O:30])=[CH:27][CH:28]=2)[CH:12]=[N:11][C:10]=1[N+:16]([O-:18])=[O:17]. (2) Given the reactants FC(F)(F)S(O[C:7]1[CH:12]=[CH:11][C:10]([Cl:13])=[CH:9][C:8]=1[C:14]1[N:18]([CH2:19][O:20][CH2:21][CH2:22][Si:23]([CH3:26])([CH3:25])[CH3:24])[N:17]=[CH:16][C:15]=1[N+:27]([O-:29])=[O:28])(=O)=O.[CH:32]1(B(O)O)[CH2:34][CH2:33]1.P([O-])([O-])([O-])=O.[K+].[K+].[K+].[Br-].[Na+].O, predict the reaction product. The product is: [Cl:13][C:10]1[CH:11]=[CH:12][C:7]([CH:32]2[CH2:34][CH2:33]2)=[C:8]([C:14]2[N:18]([CH2:19][O:20][CH2:21][CH2:22][Si:23]([CH3:26])([CH3:25])[CH3:24])[N:17]=[CH:16][C:15]=2[N+:27]([O-:29])=[O:28])[CH:9]=1. (3) The product is: [CH3:1][N:2]1[CH2:3][CH2:4][C:5]([C:10]2[CH:11]=[CH:12][C:13]([F:16])=[CH:14][CH:15]=2)([CH2:8][NH:9][CH2:36][C:28]2[C:29]3[C:34](=[CH:33][CH:32]=[CH:31][CH:30]=3)[CH:35]=[C:26]([C:24]#[N:25])[C:27]=2[O:38][CH3:39])[CH2:6][CH2:7]1. Given the reactants [CH3:1][N:2]1[CH2:7][CH2:6][C:5]([C:10]2[CH:15]=[CH:14][C:13]([F:16])=[CH:12][CH:11]=2)([CH2:8][NH2:9])[CH2:4][CH2:3]1.C(N(CC)CC)C.[C:24]([C:26]1[C:27]([O:38][CH3:39])=[C:28]([CH2:36]I)[C:29]2[C:34]([CH:35]=1)=[CH:33][CH:32]=[CH:31][CH:30]=2)#[N:25], predict the reaction product. (4) Given the reactants [C:1]([O:4][CH2:5][C@:6]1([CH3:11])[CH2:8][C@H:7]1[CH:9]=[O:10])(=[O:3])[CH3:2].[BH4-].[Na+].O.C(Cl)Cl, predict the reaction product. The product is: [C:1]([O:4][CH2:5][C@:6]1([CH3:11])[CH2:8][C@H:7]1[CH2:9][OH:10])(=[O:3])[CH3:2]. (5) Given the reactants [CH3:1][C@H:2]1[CH2:6][CH2:5][N:4](C(C2C=CC=CC=2)C)[C@H:3]1[C:15]([O:17]CC1C=CC=CC=1)=[O:16].[CH3:37][C:36]([O:35][C:33](O[C:33]([O:35][C:36]([CH3:39])([CH3:38])[CH3:37])=[O:34])=[O:34])([CH3:39])[CH3:38].[H][H], predict the reaction product. The product is: [C:36]([O:35][C:33]([N:4]1[CH2:5][CH2:6][C@H:2]([CH3:1])[C@@H:3]1[C:15]([OH:17])=[O:16])=[O:34])([CH3:37])([CH3:38])[CH3:39].